This data is from Forward reaction prediction with 1.9M reactions from USPTO patents (1976-2016). The task is: Predict the product of the given reaction. (1) Given the reactants [CH3:1][O:2][C:3]1[CH:4]=[C:5]([NH2:9])[CH:6]=[CH:7][CH:8]=1.[Li+].C[Si]([N-][Si](C)(C)C)(C)C.F[C:21]1[CH:26]=[C:25]([F:27])[CH:24]=[CH:23][C:22]=1[N+:28]([O-:30])=[O:29], predict the reaction product. The product is: [F:27][C:25]1[CH:24]=[CH:23][C:22]([N+:28]([O-:30])=[O:29])=[C:21]([NH:9][C:5]2[CH:6]=[CH:7][CH:8]=[C:3]([O:2][CH3:1])[CH:4]=2)[CH:26]=1. (2) Given the reactants [O:1]=[C:2]1[C:10](=[O:11])[C:9]2[C:4](=[CH:5][CH:6]=[C:7]([C:12]3([C:15]([OH:17])=[O:16])[CH2:14][CH2:13]3)[CH:8]=2)[NH:3]1.O.[C:19]1(C)C=CC(S(O)(=O)=O)=C[CH:20]=1, predict the reaction product. The product is: [O:1]=[C:2]1[C:10](=[O:11])[C:9]2[C:4](=[CH:5][CH:6]=[C:7]([C:12]3([C:15]([O:17][CH2:19][CH3:20])=[O:16])[CH2:14][CH2:13]3)[CH:8]=2)[NH:3]1.